From a dataset of hERG Central: cardiac toxicity at 1µM, 10µM, and general inhibition. Predict hERG channel inhibition at various concentrations. (1) The drug is O=C(c1ccco1)N1CCN(CC(O)COc2ccc(Br)cc2)CC1. Results: hERG_inhib (hERG inhibition (general)): blocker. (2) The molecule is CCC1CCCN1Cn1cnc2c([nH]c3ccc(Cl)cc32)c1=O. Results: hERG_inhib (hERG inhibition (general)): blocker. (3) The drug is COc1ccc(F)cc1CN1CCN(CC(=O)Nc2ccccc2C(=O)NC2CC2)CC1. Results: hERG_inhib (hERG inhibition (general)): blocker.